Dataset: Catalyst prediction with 721,799 reactions and 888 catalyst types from USPTO. Task: Predict which catalyst facilitates the given reaction. Reactant: C[O:2][C:3](=O)[C:4]1[CH:9]=[CH:8][C:7]([O:10][CH2:11][C:12]2[S:16][C:15]([C:17]3[CH:22]=[CH:21][C:20]([C:23]([F:26])([F:25])[F:24])=[CH:19][CH:18]=3)=[N:14][C:13]=2[CH3:27])=[CH:6][CH:5]=1.[NH2:29][NH2:30]. Product: [CH3:27][C:13]1[N:14]=[C:15]([C:17]2[CH:22]=[CH:21][C:20]([C:23]([F:26])([F:24])[F:25])=[CH:19][CH:18]=2)[S:16][C:12]=1[CH2:11][O:10][C:7]1[CH:8]=[CH:9][C:4]([C:3]([NH:29][NH2:30])=[O:2])=[CH:5][CH:6]=1. The catalyst class is: 24.